Dataset: Catalyst prediction with 721,799 reactions and 888 catalyst types from USPTO. Task: Predict which catalyst facilitates the given reaction. (1) Reactant: COS([O-])(=O)=O.C(N(CC)C=[N+](CC)CC)C.CC(C)([O-])C.[K+].[C:24]([O:28][C:29]([N:31]1[C:35](=[O:36])[CH2:34][CH2:33][C@H:32]1CC1C=CC(C2C=CC=CC=2)=CC=1)=[O:30])([CH3:27])([CH3:26])[CH3:25]. Product: [C:24]([O:28][C:29]([N:31]1[CH2:32][CH2:33][CH2:34][C:35]1=[O:36])=[O:30])([CH3:27])([CH3:25])[CH3:26]. The catalyst class is: 1. (2) Reactant: [NH2:1][C:2]1[CH:15]=[CH:14][CH:13]=[CH:12][C:3]=1[C:4]([C:6]1[CH:11]=[CH:10][CH:9]=[CH:8][CH:7]=1)=O.[Cl:16][CH2:17][C:18]([C:20]1[S:24][C:23]([CH2:25][C:26]([O:28][CH3:29])=[O:27])=[CH:22][CH:21]=1)=O.[Si](Cl)(C)(C)C.O. Product: [Cl:16][C:17]1[C:18]([C:20]2[S:24][C:23]([CH2:25][C:26]([O:28][CH3:29])=[O:27])=[CH:22][CH:21]=2)=[N:1][C:2]2[C:3]([C:4]=1[C:6]1[CH:11]=[CH:10][CH:9]=[CH:8][CH:7]=1)=[CH:12][CH:13]=[CH:14][CH:15]=2. The catalyst class is: 31. (3) Reactant: C[O:2][C:3](=[O:37])[C@@H:4]([NH:15][C:16]([C:18]1[C:19]([CH3:36])=[N:20][C:21]([NH:25][CH2:26][CH2:27][CH2:28][C:29]2[CH:34]=[CH:33][CH:32]=[C:31]([OH:35])[CH:30]=2)=[N:22][C:23]=1[CH3:24])=[O:17])[CH2:5][NH:6][C:7]([C:9]1[S:10][C:11]([Cl:14])=[CH:12][CH:13]=1)=[O:8].O.[OH-].[Li+].S([O-])(O)(=O)=O.[K+]. Product: [Cl:14][C:11]1[S:10][C:9]([C:7]([NH:6][CH2:5][C@H:4]([NH:15][C:16]([C:18]2[C:19]([CH3:36])=[N:20][C:21]([NH:25][CH2:26][CH2:27][CH2:28][C:29]3[CH:34]=[CH:33][CH:32]=[C:31]([OH:35])[CH:30]=3)=[N:22][C:23]=2[CH3:24])=[O:17])[C:3]([OH:37])=[O:2])=[O:8])=[CH:13][CH:12]=1. The catalyst class is: 20. (4) Reactant: C([O:3][C:4](=[O:18])[CH2:5][CH2:6][C:7]([NH:9][C:10]1[CH:15]=[CH:14][CH:13]=[C:12]([CH3:16])[C:11]=1[CH3:17])=O)C.C1(P(C2C=CC=CC=2)C2C=CC=CC=2)C=CC=CC=1.C[Si]([N:42]=[N+:43]=[N-:44])(C)C.CC(OC(/N=N/C(OC(C)C)=O)=O)C. Product: [CH3:17][C:11]1[C:12]([CH3:16])=[CH:13][CH:14]=[CH:15][C:10]=1[N:9]1[C:7]([CH2:6][CH2:5][C:4]([OH:3])=[O:18])=[N:44][N:43]=[N:42]1. The catalyst class is: 1. (5) Reactant: [C:1]([C:5]1[CH:10]=[CH:9][C:8]([C:11]2[C:12]3[N:13]([CH:18]=[N:19][CH:20]=3)[CH2:14][CH2:15][CH2:16][N:17]=2)=[CH:7][CH:6]=1)([CH3:4])([CH3:3])[CH3:2].[BH4-].[Na+].O. Product: [C:1]([C:5]1[CH:6]=[CH:7][C:8]([CH:11]2[NH:17][CH2:16][CH2:15][CH2:14][N:13]3[CH:18]=[N:19][CH:20]=[C:12]23)=[CH:9][CH:10]=1)([CH3:4])([CH3:2])[CH3:3]. The catalyst class is: 5. (6) Reactant: [S:1]1[CH:5]=[CH:4][CH:3]=[C:2]1[CH2:6][C:7]1[CH:12]=[CH:11][N:10]=[CH:9][CH:8]=1.[CH2:13](Br)[C:14]1[CH:19]=[CH:18][CH:17]=[CH:16][CH:15]=1.[BH4-].[Na+]. Product: [CH2:13]([N:10]1[CH2:11][CH:12]=[C:7]([CH2:6][C:2]2[S:1][CH:5]=[CH:4][CH:3]=2)[CH2:8][CH2:9]1)[C:14]1[CH:19]=[CH:18][CH:17]=[CH:16][CH:15]=1. The catalyst class is: 615. (7) Reactant: P(Cl)(Cl)(Cl)(Cl)[Cl:2].[O:7]=[C:8]1[C:17]2[C:12](=[CH:13][CH:14]=[CH:15][CH:16]=2)[NH:11][C:10](=S)[N:9]1[CH2:19][CH2:20][CH2:21][C:22]([O:24][CH3:25])=[O:23]. Product: [Cl:2][C:10]1[N:9]([CH2:19][CH2:20][CH2:21][C:22]([O:24][CH3:25])=[O:23])[C:8](=[O:7])[C:17]2[C:12](=[CH:13][CH:14]=[CH:15][CH:16]=2)[N:11]=1. The catalyst class is: 286.